This data is from Reaction yield outcomes from USPTO patents with 853,638 reactions. The task is: Predict the reaction yield, written as a fraction of the theoretical maximum amount of product (1.0 means a 100% yield; for example, 0.34 means a 34% yield). The reactants are [CH3:1][O:2][CH2:3][C@@H:4]1[CH2:8][N:7]([C:9]([O:11][C:12]([CH3:15])([CH3:14])[CH3:13])=[O:10])[C@H:6]([C:16]2[NH:20][C:19]3[C:21]4[C:26]([CH:27]=[CH:28][C:18]=3[N:17]=2)=[CH:25][C:24]2[C:29]3[C:34]([CH2:35][O:36][C:23]=2[CH:22]=4)=[CH:33][C:32](B2OC(C)(C)C(C)(C)O2)=[CH:31][CH:30]=3)[CH2:5]1.Br[C:47]1[NH:51][C:50]([C@@H:52]2[CH2:56][C@H:55]([CH3:57])[CH2:54][N:53]2[C:58](=[O:69])[C@@H:59]([NH:64][C:65](=[O:68])[O:66][CH3:67])[C@@H:60]([CH3:63])[CH2:61][CH3:62])=[N:49][CH:48]=1.C([O-])([O-])=O.[K+].[K+]. The catalyst is CS(C)=O.C1C=CC([P]([Pd]([P](C2C=CC=CC=2)(C2C=CC=CC=2)C2C=CC=CC=2)([P](C2C=CC=CC=2)(C2C=CC=CC=2)C2C=CC=CC=2)[P](C2C=CC=CC=2)(C2C=CC=CC=2)C2C=CC=CC=2)(C2C=CC=CC=2)C2C=CC=CC=2)=CC=1.C1C=CC(P(C2C=CC=CC=2)[C-]2C=CC=C2)=CC=1.C1C=CC(P(C2C=CC=CC=2)[C-]2C=CC=C2)=CC=1.Cl[Pd]Cl.[Fe+2]. The product is [CH3:67][O:66][C:65]([NH:64][C@H:59]([C:58]([N:53]1[CH2:54][C@@H:55]([CH3:57])[CH2:56][C@H:52]1[C:50]1[NH:51][C:47]([C:32]2[CH:33]=[C:34]3[CH2:35][O:36][C:23]4[CH:22]=[C:21]5[C:26]([CH:27]=[CH:28][C:18]6[N:17]=[C:16]([C@@H:6]7[CH2:5][C@H:4]([CH2:3][O:2][CH3:1])[CH2:8][N:7]7[C:9]([O:11][C:12]([CH3:14])([CH3:15])[CH3:13])=[O:10])[NH:20][C:19]=65)=[CH:25][C:24]=4[C:29]3=[CH:30][CH:31]=2)=[CH:48][N:49]=1)=[O:69])[C@@H:60]([CH2:61][CH3:62])[CH3:63])=[O:68]. The yield is 0.620.